This data is from Reaction yield outcomes from USPTO patents with 853,638 reactions. The task is: Predict the reaction yield, written as a fraction of the theoretical maximum amount of product (1.0 means a 100% yield; for example, 0.34 means a 34% yield). (1) The reactants are [CH:1]12[CH2:6][CH:5]1[CH2:4][N:3]([C:7]1[S:8][CH:9]=[C:10]([C:12]3[CH:17]=[CH:16][C:15]([F:18])=[CH:14][C:13]=3[F:19])[N:11]=1)[CH2:2]2.Br[C:21]1[CH:26]=[CH:25][C:24]([S:27]([NH2:30])(=[O:29])=[O:28])=[CH:23][CH:22]=1.C([O-])(=O)C.[K+]. The catalyst is CC(N(C)C)=O.C([O-])(=O)C.[Pd+2].C([O-])(=O)C. The product is [CH:5]12[CH2:6][CH:1]1[CH2:2][N:3]([C:7]1[S:8][C:9]([C:21]3[CH:26]=[CH:25][C:24]([S:27]([NH2:30])(=[O:29])=[O:28])=[CH:23][CH:22]=3)=[C:10]([C:12]3[CH:17]=[CH:16][C:15]([F:18])=[CH:14][C:13]=3[F:19])[N:11]=1)[CH2:4]2. The yield is 0.245. (2) The reactants are [NH2:1][C:2]1[CH:3]=[C:4]([NH:9][S:10]([N:13]2[CH2:18][CH2:17][O:16][CH2:15][CH2:14]2)(=[O:12])=[O:11])[C:5]([Cl:8])=[N:6][CH:7]=1.F[C:20]1[C:25]([C:26]2[N:31]=[C:30]([CH3:32])[N:29]=[C:28]([NH2:33])[N:27]=2)=[CH:24][C:23]([O:34][CH3:35])=[CH:22][N:21]=1.C[Si]([N-][Si](C)(C)C)(C)C.[Na+]. The catalyst is CN(C=O)C. The product is [NH2:33][C:28]1[N:29]=[C:30]([CH3:32])[N:31]=[C:26]([C:25]2[C:20]([NH:1][C:2]3[CH:3]=[C:4]([NH:9][S:10]([N:13]4[CH2:18][CH2:17][O:16][CH2:15][CH2:14]4)(=[O:12])=[O:11])[C:5]([Cl:8])=[N:6][CH:7]=3)=[N:21][CH:22]=[C:23]([O:34][CH3:35])[CH:24]=2)[N:27]=1. The yield is 0.110. (3) The reactants are [CH3:1][C:2]([CH3:34])([CH2:11][CH2:12][CH2:13][CH:14]([OH:33])[CH2:15][CH2:16][CH:17]([OH:32])[CH2:18][CH2:19][CH2:20][C:21]([CH3:31])([CH3:30])[CH2:22][O:23]C1CCCCO1)[CH2:3][O:4]C1CCCCO1.S(=O)(=O)(O)O. The catalyst is CO. The product is [CH3:30][C:21]([CH3:31])([CH2:20][CH2:19][CH2:18][CH:17]([OH:32])[CH2:16][CH2:15][CH:14]([OH:33])[CH2:13][CH2:12][CH2:11][C:2]([CH3:1])([CH3:34])[CH2:3][OH:4])[CH2:22][OH:23]. The yield is 0.580. (4) The reactants are [CH2:1]([N:5]1[C:9]2[CH2:10][O:11][CH2:12][C:13](=[O:14])[C:8]=2[S:7]/[C:6]/1=[N:15]\[C:16](=[O:26])[C:17]1[CH:22]=[C:21]([Cl:23])[CH:20]=[CH:19][C:18]=1[O:24][CH3:25])[CH2:2][CH2:3][CH3:4].[BH4-].[Na+]. The catalyst is O1CCCC1. The product is [CH2:1]([N:5]1[C:9]2[CH2:10][O:11][CH2:12][CH:13]([OH:14])[C:8]=2[S:7]/[C:6]/1=[N:15]\[C:16](=[O:26])[C:17]1[CH:22]=[C:21]([Cl:23])[CH:20]=[CH:19][C:18]=1[O:24][CH3:25])[CH2:2][CH2:3][CH3:4]. The yield is 0.400. (5) The reactants are [CH3:1][O:2][C:3]1[CH:8]=[CH:7][C:6]([CH2:9][CH:10]([NH:12][CH2:13][C:14]2[CH:19]=[CH:18][CH:17]=[CH:16][CH:15]=2)[CH3:11])=[CH:5][CH:4]=1.C(O)(=O)[C@H](C1C=CC=CC=1)O. No catalyst specified. The product is [CH3:1][O:2][C:3]1[CH:4]=[CH:5][C:6]([CH2:9][C@H:10]([NH:12][CH2:13][C:14]2[CH:19]=[CH:18][CH:17]=[CH:16][CH:15]=2)[CH3:11])=[CH:7][CH:8]=1. The yield is 0.350. (6) The reactants are C(=O)(O)[O-].[K+].[NH2:6]OS(O)(=O)=O.[CH3:12][O:13][C:14]1[N:15]=[N:16][CH:17]=[CH:18][CH:19]=1.[CH3:20][O:21][C:22]1[CH:23]=[C:24]([C:32](=[O:35])[C:33]#[CH:34])[CH:25]=[C:26]([O:30][CH3:31])[C:27]=1[O:28][CH3:29].[OH-].[K+]. The catalyst is C(Cl)Cl. The product is [CH3:12][O:13][C:14]1[CH:19]=[CH:18][C:17]2[N:16]([N:6]=[CH:34][C:33]=2[C:32]([C:24]2[CH:25]=[C:26]([O:30][CH3:31])[C:27]([O:28][CH3:29])=[C:22]([O:21][CH3:20])[CH:23]=2)=[O:35])[N:15]=1. The yield is 0.480.